Dataset: Blood-brain barrier penetration binary classification data from Martins et al.. Task: Regression/Classification. Given a drug SMILES string, predict its absorption, distribution, metabolism, or excretion properties. Task type varies by dataset: regression for continuous measurements (e.g., permeability, clearance, half-life) or binary classification for categorical outcomes (e.g., BBB penetration, CYP inhibition). Dataset: bbb_martins. (1) The drug is CN1CCC2=C(CC1)c1ccccc1N(C)c1ccccc12. The result is 1 (penetrates BBB). (2) The molecule is CN1C(=O)CN=C(c2ccccc2F)c2cc([N+](=O)[O-])ccc21. The result is 1 (penetrates BBB). (3) The drug is CN(C)CC#CC=C1c2ccccc2C=Cc2ccccc21. The result is 1 (penetrates BBB). (4) The molecule is C[C@@H](O)[C@H]1C(=O)N2C(C(=O)O)=C(SC3CCS(=O)C3)S[C@H]12. The result is 0 (does not penetrate BBB). (5) The drug is CC(=O)Nc1cccc(O)c1. The result is 1 (penetrates BBB).